From a dataset of Full USPTO retrosynthesis dataset with 1.9M reactions from patents (1976-2016). Predict the reactants needed to synthesize the given product. (1) Given the product [CH3:20][N:19]([CH3:21])[C:17]([C:14]1[N:15]=[CH:16][C:11]([NH:3][NH:2][C:1](=[O:4])[O:5][C:6]([CH3:9])([CH3:8])[CH3:7])=[CH:12][CH:13]=1)=[O:18], predict the reactants needed to synthesize it. The reactants are: [C:1]([O:5][C:6]([CH3:9])([CH3:8])[CH3:7])(=[O:4])[NH:2][NH2:3].Br[C:11]1[CH:12]=[CH:13][C:14]([C:17]([N:19]([CH3:21])[CH3:20])=[O:18])=[N:15][CH:16]=1.CC(C)([O-])C.[Na+].C1(P(C2C=CC=CC=2)C2C3OC4C(=CC=CC=4P(C4C=CC=CC=4)C4C=CC=CC=4)C(C)(C)C=3C=CC=2)C=CC=CC=1. (2) The reactants are: [C:1]([O:5][C:6]([NH:8][S:9]([NH:12][CH2:13][C:14]([O:16][CH2:17][CH3:18])=[O:15])(=[O:11])=[O:10])=[O:7])([CH3:4])([CH3:3])[CH3:2].O[CH2:20][CH2:21][NH:22][C:23](=[O:32])[O:24][CH2:25][C:26]1[CH:31]=[CH:30][CH:29]=[CH:28][CH:27]=1.CC(OC(/N=N/C(OC(C)C)=O)=O)C.C1(P(C2C=CC=CC=2)C2C=CC=CC=2)C=CC=CC=1. Given the product [CH2:25]([O:24][C:23]([NH:22][CH2:21][CH2:20][N:8]([C:6]([O:5][C:1]([CH3:4])([CH3:3])[CH3:2])=[O:7])[S:9]([NH:12][CH2:13][C:14]([O:16][CH2:17][CH3:18])=[O:15])(=[O:11])=[O:10])=[O:32])[C:26]1[CH:31]=[CH:30][CH:29]=[CH:28][CH:27]=1, predict the reactants needed to synthesize it. (3) Given the product [CH2:11]([CH:13]1[CH:21]([NH2:22])[C:16]2=[N:17][CH:18]=[CH:19][CH:20]=[C:15]2[CH2:14]1)[CH3:12], predict the reactants needed to synthesize it. The reactants are: N1C=CC=C2C(N)CCC=12.[CH2:11]([CH:13]1[CH2:14][C:15]2[C:16](/[C:21]/1=[N:22]\O)=[N:17][CH:18]=[CH:19][CH:20]=2)[CH3:12].